From a dataset of Reaction yield outcomes from USPTO patents with 853,638 reactions. Predict the reaction yield, written as a fraction of the theoretical maximum amount of product (1.0 means a 100% yield; for example, 0.34 means a 34% yield). (1) The reactants are [CH3:1][O:2][C:3]1[C:8]([CH2:9][CH2:10][NH2:11])=[CH:7][CH:6]=[C:5]([C:12]([F:15])([F:14])[F:13])[N:4]=1.[Cl:16][C:17]1[CH:18]=[C:19]2[C:24](=[CH:25][C:26]=1[O:27][C:28]1[CH:36]=[CH:35][C:31]([C:32](O)=[O:33])=[CH:30][CH:29]=1)[O:23][CH2:22][CH2:21][CH:20]2[C:37]([O:39][CH2:40][CH3:41])=[O:38].Cl.C(N=C=NCCCN(C)C)C. The catalyst is ClCCl.CN(C)C1C=CN=CC=1. The product is [Cl:16][C:17]1[CH:18]=[C:19]2[C:24](=[CH:25][C:26]=1[O:27][C:28]1[CH:36]=[CH:35][C:31]([C:32](=[O:33])[NH:11][CH2:10][CH2:9][C:8]3[C:3]([O:2][CH3:1])=[N:4][C:5]([C:12]([F:15])([F:14])[F:13])=[CH:6][CH:7]=3)=[CH:30][CH:29]=1)[O:23][CH2:22][CH2:21][CH:20]2[C:37]([O:39][CH2:40][CH3:41])=[O:38]. The yield is 0.716. (2) The reactants are [Cl:1][C:2]1[CH:7]=[CH:6][CH:5]=[C:4]([CH3:8])[C:3]=1[NH:9][C:10](=[O:16])/[CH:11]=[CH:12]/OCC.C1C(=O)N(Br)C(=O)C1.[Cl:25][C:26]1[N:31]=[C:30]([CH3:32])[N:29]=[C:28]([NH:33][C:34]([NH2:36])=[S:35])[CH:27]=1. The catalyst is C1COCC1.O. The product is [Cl:25][C:26]1[N:31]=[C:30]([CH3:32])[N:29]=[C:28]([NH:33][C:34]2[S:35][C:11]([C:10]([NH:9][C:3]3[C:4]([CH3:8])=[CH:5][CH:6]=[CH:7][C:2]=3[Cl:1])=[O:16])=[CH:12][N:36]=2)[CH:27]=1. The yield is 0.710. (3) The reactants are [CH:1]([C:3]1[CH:13]=[CH:12][C:6]([C:7]([O:9][CH2:10][CH3:11])=[O:8])=[CH:5][CH:4]=1)=O.[CH3:14][C:15]1[NH:16][C:17]2[C:22]([C:23]=1[CH2:24][CH2:25][NH2:26])=[CH:21][CH:20]=[CH:19][CH:18]=2.[CH3:27][C:28]([CH2:30][C:31]([C:33](OC)=[O:34])=[O:32])=[O:29]. No catalyst specified. The product is [C:28]([C:30]1[CH:1]([C:3]2[CH:13]=[CH:12][C:6]([C:7]([O:9][CH2:10][CH3:11])=[O:8])=[CH:5][CH:4]=2)[N:26]([CH2:25][CH2:24][C:23]2[C:22]3[C:17](=[CH:18][CH:19]=[CH:20][CH:21]=3)[NH:16][C:15]=2[CH3:14])[C:33](=[O:34])[C:31]=1[OH:32])(=[O:29])[CH3:27]. The yield is 0.210. (4) The yield is 0.880. The product is [CH2:1]([N:8]([CH2:10][C:11]1[C:12]2[C:43](=[O:45])[N:51]([C:50]3[CH:52]=[CH:53][C:47]([F:46])=[CH:48][CH:49]=3)[C:29](=[O:31])[N:28]([CH2:34][C:35]3[C:40]([F:41])=[CH:39][CH:38]=[CH:37][C:36]=3[F:42])[C:13]=2[S:14][C:15]=1[C:16]1[CH:21]=[CH:20][C:19]([NH:22][C:23]([NH:25][O:26][CH3:27])=[O:24])=[CH:18][CH:17]=1)[CH3:9])[C:2]1[CH:3]=[CH:4][CH:5]=[CH:6][CH:7]=1. No catalyst specified. The reactants are [CH2:1]([N:8]([CH2:10][C:11]1[C:12]([C:43]([OH:45])=O)=[C:13]([N:28]([CH2:34][C:35]2[C:40]([F:41])=[CH:39][CH:38]=[CH:37][C:36]=2[F:42])[C:29]([O:31]CC)=O)[S:14][C:15]=1[C:16]1[CH:21]=[CH:20][C:19]([NH:22][C:23]([NH:25][O:26][CH3:27])=[O:24])=[CH:18][CH:17]=1)[CH3:9])[C:2]1[CH:7]=[CH:6][CH:5]=[CH:4][CH:3]=1.[F:46][C:47]1[CH:53]=[CH:52][C:50]([NH2:51])=[CH:49][CH:48]=1. (5) The reactants are [H-].[Na+].[Cl:3][C:4]1[N:9]=[CH:8][C:7]([C:10]2[NH:14][C:13]([C@@H:15]3[CH2:19][CH2:18][CH2:17][N:16]3[C:20]([O:22][C:23]([CH3:26])([CH3:25])[CH3:24])=[O:21])=[N:12][CH:11]=2)=[CH:6][N:5]=1.[CH3:27][Si:28]([CH2:31][CH2:32][O:33][CH2:34]Cl)([CH3:30])[CH3:29]. The catalyst is CN(C=O)C. The product is [Cl:3][C:4]1[N:9]=[CH:8][C:7]([C:10]2[N:14]([CH2:34][O:33][CH2:32][CH2:31][Si:28]([CH3:30])([CH3:29])[CH3:27])[C:13]([C@@H:15]3[CH2:19][CH2:18][CH2:17][N:16]3[C:20]([O:22][C:23]([CH3:26])([CH3:25])[CH3:24])=[O:21])=[N:12][CH:11]=2)=[CH:6][N:5]=1. The yield is 0.850. (6) The reactants are [C:1]([O:5][C:6](=[O:47])[CH2:7][C@H:8]([OH:46])[CH2:9][C@H:10]([OH:45])/[CH:11]=[CH:12]\[C:13]1[N:14]([CH:42]([CH3:44])[CH3:43])[C:15]([C:31](=[O:41])[NH:32][CH2:33][C:34]2[CH:38]=[C:37]([CH3:39])[N:36]([CH3:40])[N:35]=2)=[C:16]([C:25]2[CH:30]=[CH:29][CH:28]=[CH:27][CH:26]=2)[C:17]=1[C:18]1[CH:23]=[CH:22][C:21]([F:24])=[CH:20][CH:19]=1)([CH3:4])([CH3:3])[CH3:2]. The catalyst is CO.[Pd]. The product is [C:1]([O:5][C:6](=[O:47])[CH2:7][C@H:8]([OH:46])[CH2:9][C@H:10]([OH:45])[CH2:11][CH2:12][C:13]1[N:14]([CH:42]([CH3:43])[CH3:44])[C:15]([C:31](=[O:41])[NH:32][CH2:33][C:34]2[CH:38]=[C:37]([CH3:39])[N:36]([CH3:40])[N:35]=2)=[C:16]([C:25]2[CH:26]=[CH:27][CH:28]=[CH:29][CH:30]=2)[C:17]=1[C:18]1[CH:23]=[CH:22][C:21]([F:24])=[CH:20][CH:19]=1)([CH3:2])([CH3:4])[CH3:3]. The yield is 0.990. (7) The yield is 0.540. The product is [C:8]1(=[C:14]([C:31]2[CH:36]=[CH:35][C:34]([OH:37])=[CH:33][CH:32]=2)[C:15]2[CH:20]=[CH:19][C:18](/[CH:21]=[CH:22]/[C:23]([OH:25])=[O:24])=[CH:17][C:16]=2[F:30])[CH2:13][CH2:12][CH2:11][CH2:10][CH2:9]1. The reactants are FC(F)(F)C(O)=O.[C:8]1(=[C:14]([C:31]2[CH:36]=[CH:35][C:34]([OH:37])=[CH:33][CH:32]=2)[C:15]2[CH:20]=[CH:19][C:18](/[CH:21]=[CH:22]/[C:23]([O:25]C(C)(C)C)=[O:24])=[CH:17][C:16]=2[F:30])[CH2:13][CH2:12][CH2:11][CH2:10][CH2:9]1. The catalyst is C(Cl)Cl. (8) The reactants are [CH3:1][O:2][C:3]1[CH:18]=[CH:17][CH:16]=[CH:15][C:4]=1[CH2:5][N:6]=[C:7]1[N:12]=[CH:11][C:10]([CH3:14])([CH3:13])[CH2:9][S:8]1.[C:19](=[S:21])=[S:20].[H-].[Na+].[CH3:24]I. The catalyst is O.CN(C)C=O. The product is [CH3:1][O:2][C:3]1[CH:18]=[CH:17][CH:16]=[CH:15][C:4]=1[CH2:5][N:6]=[C:7]1[N:12]([C:19]([S:21][CH3:24])=[S:20])[CH2:11][C:10]([CH3:14])([CH3:13])[CH2:9][S:8]1. The yield is 0.570.